Dataset: Forward reaction prediction with 1.9M reactions from USPTO patents (1976-2016). Task: Predict the product of the given reaction. (1) Given the reactants [CH:1]([N:4]1[C:8]([C:9]2[N:18]=[C:17]3[N:11]([CH2:12][CH2:13][O:14][C:15]4[CH:22]=[C:21](O)[N:20]=[CH:19][C:16]=43)[CH:10]=2)=[N:7][CH:6]=[N:5]1)([CH3:3])[CH3:2].[H-].[Na+].[CH:26]12[NH:33][CH:30]([CH2:31][CH2:32]1)[CH2:29][NH:28][C:27]2=[O:34].C(N(CC)CC)C, predict the reaction product. The product is: [CH:1]([N:4]1[C:8]([C:9]2[N:18]=[C:17]3[C:16]4[CH:19]=[N:20][C:21]([N:33]5[CH:30]6[CH2:31][CH2:32][CH:26]5[C:27](=[O:34])[NH:28][CH2:29]6)=[CH:22][C:15]=4[O:14][CH2:13][CH2:12][N:11]3[CH:10]=2)=[N:7][CH:6]=[N:5]1)([CH3:2])[CH3:3]. (2) Given the reactants [Cl:1][S:2]([C:5]1[CH:6]=[C:7]([CH:11]=[CH:12][CH:13]=1)[C:8](Cl)=[O:9])(=[O:4])=[O:3].[CH2:14]([OH:21])[C:15]1[CH:20]=[CH:19][CH:18]=[CH:17][CH:16]=1.N1C=CC=CC=1, predict the reaction product. The product is: [Cl:1][S:2]([C:5]1[CH:6]=[C:7]([CH:11]=[CH:12][CH:13]=1)[C:8]([O:21][CH2:14][C:15]1[CH:20]=[CH:19][CH:18]=[CH:17][CH:16]=1)=[O:9])(=[O:4])=[O:3]. (3) Given the reactants [CH2:1]([O:8][C:9]1[CH:17]=[C:16]([F:18])[CH:15]=[C:14]2[C:10]=1[C:11]([C:19](=O)[C:20](OC)=[O:21])=[CH:12][NH:13]2)[C:2]1[CH:7]=[CH:6][CH:5]=[CH:4][CH:3]=1.[H-].[H-].[H-].[H-].[Li+].[Al+3], predict the reaction product. The product is: [CH2:1]([O:8][C:9]1[CH:17]=[C:16]([F:18])[CH:15]=[C:14]2[C:10]=1[C:11]([CH2:19][CH2:20][OH:21])=[CH:12][NH:13]2)[C:2]1[CH:3]=[CH:4][CH:5]=[CH:6][CH:7]=1.